This data is from Forward reaction prediction with 1.9M reactions from USPTO patents (1976-2016). The task is: Predict the product of the given reaction. (1) Given the reactants [C:1](Cl)([C:14]1[CH:19]=[CH:18][CH:17]=[CH:16][CH:15]=1)([C:8]1[CH:13]=[CH:12][CH:11]=[CH:10][CH:9]=1)[C:2]1[CH:7]=[CH:6][CH:5]=[CH:4][CH:3]=1.C([SiH2]O[C@@H]1[C@@H](C[O:33][C:34]([C:47]2[CH:52]=[CH:51]C=CC=2)(C2C=CC=CC=2)C2C=CC=CC=2)O[C@@H](N2C=CC(=O)NC2=O)C1)(C)(C)C.CCCCCC.CC[O:69]C(C)=O.O, predict the reaction product. The product is: [C:1]([O:69][CH2:51]/[CH:52]=[CH:47]/[CH2:34][OH:33])([C:14]1[CH:19]=[CH:18][CH:17]=[CH:16][CH:15]=1)([C:8]1[CH:13]=[CH:12][CH:11]=[CH:10][CH:9]=1)[C:2]1[CH:7]=[CH:6][CH:5]=[CH:4][CH:3]=1. (2) Given the reactants C([N:3](C(=O)C1C=CC(O)=CC=1)[C:4]1[CH:9]=[C:8]([O:10][CH3:11])[CH:7]=[CH:6][C:5]=1[C@@H:12]1[CH2:21][CH2:20][C:19]2[CH:18]=[C:17]([O:22]C(=O)C(C)(C)C)[CH:16]=[CH:15][C:14]=2[CH2:13]1)C.[CH:38]12[N:44]([C:45](=O)[CH2:46]Br)[CH:41]([CH2:42][CH2:43]1)[CH2:40][CH2:39]2, predict the reaction product. The product is: [CH:38]12[N:44]([CH2:45][CH2:46][O:10][C:8]3[CH:9]=[CH:4][C:5]([CH2:12][CH2:13][CH2:14][NH:3][C:4]4[CH:9]=[C:8]([O:10][CH3:11])[CH:7]=[CH:6][C:5]=4[C@@H:12]4[CH2:21][CH2:20][C:19]5[CH:18]=[C:17]([OH:22])[CH:16]=[CH:15][C:14]=5[CH2:13]4)=[CH:6][CH:7]=3)[CH:41]([CH2:42][CH2:43]1)[CH2:40][CH2:39]2. (3) Given the reactants [NH:1]1[CH2:6][CH2:5][C:4]2([C:14]3[C:9](=[CH:10][CH:11]=[CH:12][CH:13]=3)[CH2:8][O:7]2)[CH2:3][CH2:2]1.[CH:15]12[CH2:24][CH:19]3[CH2:20][CH:21]([CH2:23][CH:17]([CH2:18]3)[CH:16]1[N:25]=[C:26]=[O:27])[CH2:22]2, predict the reaction product. The product is: [CH:17]12[CH2:23][CH:21]3[CH2:20][CH:19]([CH2:24][CH:15]([CH2:22]3)[CH:16]1[NH:25][C:26]([N:1]1[CH2:6][CH2:5][C:4]3([C:14]4[C:9](=[CH:10][CH:11]=[CH:12][CH:13]=4)[CH2:8][O:7]3)[CH2:3][CH2:2]1)=[O:27])[CH2:18]2. (4) Given the reactants F[C:2]1[CH:9]=[CH:8][CH:7]=[C:4]([C:5]#[N:6])[C:3]=1[C:10]#[N:11].[Cl-:12].[Li+], predict the reaction product. The product is: [Cl:12][C:2]1[CH:9]=[CH:8][CH:7]=[C:4]([C:5]#[N:6])[C:3]=1[C:10]#[N:11]. (5) Given the reactants I[C:2]1[CH:7]=[CH:6][CH:5]=[CH:4][C:3]=1[Br:8].[CH3:9][CH:10]([CH3:14])[CH2:11][CH2:12][Zn], predict the reaction product. The product is: [Br:8][C:3]1[CH:4]=[CH:5][CH:6]=[CH:7][C:2]=1[CH2:12][CH2:11][CH:10]([CH3:14])[CH3:9].